This data is from Peptide-MHC class II binding affinity with 134,281 pairs from IEDB. The task is: Regression. Given a peptide amino acid sequence and an MHC pseudo amino acid sequence, predict their binding affinity value. This is MHC class II binding data. (1) The peptide sequence is DLTLPWQSGSGGVWR. The MHC is HLA-DQA10201-DQB10303 with pseudo-sequence HLA-DQA10201-DQB10303. The binding affinity (normalized) is 0. (2) The peptide sequence is AFKVAATAANAAPWN. The MHC is DRB1_0802 with pseudo-sequence DRB1_0802. The binding affinity (normalized) is 0.817. (3) The peptide sequence is AQAAVVRFQEAANKQ. The MHC is HLA-DPA10201-DPB10501 with pseudo-sequence HLA-DPA10201-DPB10501. The binding affinity (normalized) is 0. (4) The peptide sequence is ISERVNRLISYSGYK. The MHC is DRB1_0101 with pseudo-sequence DRB1_0101. The binding affinity (normalized) is 0.830. (5) The peptide sequence is AAPAAGYTPATPAAP. The MHC is DRB1_0101 with pseudo-sequence DRB1_0101. The binding affinity (normalized) is 0.586. (6) The binding affinity (normalized) is 0.637. The peptide sequence is EVKYFAATQFEPLAA. The MHC is HLA-DQA10401-DQB10402 with pseudo-sequence HLA-DQA10401-DQB10402. (7) The peptide sequence is TRVVLSEMKEAFHGL. The MHC is DRB1_0301 with pseudo-sequence DRB1_0301. The binding affinity (normalized) is 0.738. (8) The peptide sequence is AAASWDALAAELASA. The MHC is HLA-DQA10102-DQB10602 with pseudo-sequence HLA-DQA10102-DQB10602. The binding affinity (normalized) is 0.503. (9) The peptide sequence is VTRMAMTDTTPFGQQ. The MHC is HLA-DQA10303-DQB10402 with pseudo-sequence HLA-DQA10303-DQB10402. The binding affinity (normalized) is 0. (10) The peptide sequence is IKLPIILAFATCFLIP. The MHC is DRB1_1201 with pseudo-sequence DRB1_1201. The binding affinity (normalized) is 0.